From a dataset of Catalyst prediction with 721,799 reactions and 888 catalyst types from USPTO. Predict which catalyst facilitates the given reaction. (1) Reactant: [CH:1]1[C:6]([OH:7])=[CH:5][CH:4]=[CH:3][C:2]=1[CH3:8].Cl[C:10]1[CH:11]=[CH:12][C:13]([N+:25]([O-:27])=[O:26])=[C:14]([N:16]([CH3:24])[C:17](=[O:23])[O:18][C:19]([CH3:22])([CH3:21])[CH3:20])[CH:15]=1.[H-].[Na+]. Product: [CH3:24][N:16]([C:14]1[CH:15]=[C:10]([O:7][C:6]2[CH:5]=[CH:4][CH:3]=[C:2]([CH3:8])[CH:1]=2)[CH:11]=[CH:12][C:13]=1[N+:25]([O-:27])=[O:26])[C:17](=[O:23])[O:18][C:19]([CH3:22])([CH3:20])[CH3:21]. The catalyst class is: 9. (2) Reactant: Cl[C:2]1[N:7]=[CH:6][C:5](/[CH:8]=[CH:9]/[C:10]([O:12][CH2:13][CH3:14])=[O:11])=[CH:4][N:3]=1.[CH2:15]([N:22]1[CH2:26][CH2:25][C@@H:24]([NH2:27])[CH2:23]1)[C:16]1[CH:21]=[CH:20][CH:19]=[CH:18][CH:17]=1. Product: [CH2:15]([N:22]1[CH2:26][CH2:25][C@@H:24]([NH:27][C:2]2[N:7]=[CH:6][C:5](/[CH:8]=[CH:9]/[C:10]([O:12][CH2:13][CH3:14])=[O:11])=[CH:4][N:3]=2)[CH2:23]1)[C:16]1[CH:17]=[CH:18][CH:19]=[CH:20][CH:21]=1. The catalyst class is: 9. (3) Reactant: [F:1][C:2]1[CH:3]=[C:4]2[C:9](=[CH:10][CH:11]=1)[N:8]([C:12]1[C:13](OS(C(F)(F)F)(=O)=O)=[N:14][C:15]3[C:20]([N:21]=1)=[CH:19][C:18]([C:22]([O:24][CH3:25])=[O:23])=[CH:17][CH:16]=3)[CH2:7][CH2:6][CH2:5]2.[F:34][C:35]1[CH:36]=[CH:37][C:38]2O[C:41](B(O)O)=[CH:40][C:39]=2[CH:46]=1.[O-]P([O-])([O-])=O.[K+].[K+].[K+].O1CCOC[CH2:56]1. Product: [F:34][C:35]1[CH:46]=[C:39]2[C:38](=[CH:37][CH:36]=1)[CH2:56][C:41]([C:13]1[C:12]([N:8]3[C:9]4[C:4](=[CH:3][C:2]([F:1])=[CH:11][CH:10]=4)[CH2:5][CH2:6][CH2:7]3)=[N:21][C:20]3[C:15](=[CH:16][CH:17]=[C:18]([C:22]([O:24][CH3:25])=[O:23])[CH:19]=3)[N:14]=1)=[CH:40]2. The catalyst class is: 257. (4) Reactant: [Cl:1][C:2]1[CH:7]=[CH:6][CH:5]=[CH:4][C:3]=1[N:8]1[C:16]2[C:15](=[O:17])[N:14]([CH2:18][O:19][C:20](=[O:25])[C:21]([CH3:24])([CH3:23])[CH3:22])[C:13](=[O:26])[N:12](COC(=O)C(C)(C)C)[C:11]=2[N:10]=[C:9]1[N:35]1[CH2:40][CH2:39][N:38]([C:41]([O:43][C:44]([CH3:47])([CH3:46])[CH3:45])=[O:42])[CH2:37][CH2:36]1.O1CCCC1.N12CCCN=C1CCCCC2.Cl. Product: [Cl:1][C:2]1[CH:7]=[CH:6][CH:5]=[CH:4][C:3]=1[N:8]1[C:16]2[C:15](=[O:17])[N:14]([CH2:18][O:19][C:20](=[O:25])[C:21]([CH3:24])([CH3:23])[CH3:22])[C:13](=[O:26])[NH:12][C:11]=2[N:10]=[C:9]1[N:35]1[CH2:40][CH2:39][N:38]([C:41]([O:43][C:44]([CH3:47])([CH3:46])[CH3:45])=[O:42])[CH2:37][CH2:36]1. The catalyst class is: 5. (5) Reactant: [NH:1]1[C:9]2[C:4](=[CH:5][CH:6]=[CH:7][CH:8]=2)[C:3]([CH2:10][C:11]([O:13][CH2:14][CH3:15])=[O:12])=[CH:2]1.[C:16](=O)([O:22]C(C)(C)C)[O:17][C:18]([CH3:21])([CH3:20])[CH3:19].CCN(CC)CC. Product: [CH2:14]([O:13][C:11](=[O:12])[CH2:10][C:3]1[C:4]2[C:9](=[CH:8][CH:7]=[CH:6][CH:5]=2)[N:1]([C:16]([O:17][C:18]([CH3:21])([CH3:20])[CH3:19])=[O:22])[CH:2]=1)[CH3:15]. The catalyst class is: 230. (6) Reactant: CCCC[N+](CCCC)(CCCC)CCCC.[F-].[Si]([O:26][CH2:27][CH2:28][N:29]1[CH:33]=[CH:32][C:31]([C:34]([N:36]2[CH2:41][CH2:40][N:39]([C:42]3[CH:47]=[C:46]([O:48][CH3:49])[CH:45]=[C:44]([O:50][CH3:51])[CH:43]=3)[CH2:38][CH2:37]2)=[O:35])=[C:30]1[C:52]1[CH:57]=[CH:56][CH:55]=[CH:54][CH:53]=1)(C(C)(C)C)(C)C.C(OCC)(=O)C. Product: [CH3:49][O:48][C:46]1[CH:47]=[C:42]([N:39]2[CH2:40][CH2:41][N:36]([C:34]([C:31]3[CH:32]=[CH:33][N:29]([CH2:28][CH2:27][OH:26])[C:30]=3[C:52]3[CH:53]=[CH:54][CH:55]=[CH:56][CH:57]=3)=[O:35])[CH2:37][CH2:38]2)[CH:43]=[C:44]([O:50][CH3:51])[CH:45]=1. The catalyst class is: 7.